Task: Predict the product of the given reaction.. Dataset: Forward reaction prediction with 1.9M reactions from USPTO patents (1976-2016) (1) Given the reactants [Cl:1][C:2]1[CH:7]=[CH:6][C:5]([CH:8]([CH:16]([C:20]2[CH:25]=[CH:24][C:23]([C:26]([NH:28][CH2:29][CH2:30][C:31]([O:33][CH2:34][CH3:35])=[O:32])=[O:27])=[CH:22][CH:21]=2)[CH2:17][CH2:18][CH3:19])[C:9]([O:11]C(C)(C)C)=[O:10])=[CH:4][CH:3]=1.C(O)(C(F)(F)F)=O, predict the reaction product. The product is: [Cl:1][C:2]1[CH:7]=[CH:6][C:5]([CH:8]([CH:16]([C:20]2[CH:25]=[CH:24][C:23]([C:26]([NH:28][CH2:29][CH2:30][C:31]([O:33][CH2:34][CH3:35])=[O:32])=[O:27])=[CH:22][CH:21]=2)[CH2:17][CH2:18][CH3:19])[C:9]([OH:11])=[O:10])=[CH:4][CH:3]=1. (2) Given the reactants C(N([CH2:6][CH3:7])CC)C.[S:8]1[CH2:11][CH:10]([S:12][CH2:13][CH2:14][OH:15])[CH2:9]1.C[S:17](Cl)(=O)=O, predict the reaction product. The product is: [C:6]([O:15][CH2:14][CH2:13][S:12][CH:10]1[CH2:11][S:8][CH2:9]1)(=[S:17])[CH3:7].